This data is from Forward reaction prediction with 1.9M reactions from USPTO patents (1976-2016). The task is: Predict the product of the given reaction. (1) Given the reactants [Br:1][C:2]1[CH:3]=[CH:4][C:5]([CH2:15][CH3:16])=[C:6]([CH:8]([C:10]2[O:11][CH:12]=[CH:13][CH:14]=2)O)[CH:7]=1.CC(C)=[O:19], predict the reaction product. The product is: [Br:1][C:2]1[CH:3]=[CH:4][C:5]([CH2:15][CH3:16])=[C:6]([CH:8]2[C:12](=[O:11])[CH:13]=[CH:14][CH:10]2[OH:19])[CH:7]=1. (2) Given the reactants C(OC(N=[C:7]=[S:8])=O)C.[O:9]([C:16]1[N:21]=[CH:20][C:19]([CH2:22][NH:23][C:24]2[N:25]=[CH:26][NH:27][C:28]=2[C:29]([NH2:31])=[O:30])=[CH:18][CH:17]=1)[C:10]1[CH:15]=[CH:14][CH:13]=[CH:12][CH:11]=1, predict the reaction product. The product is: [O:9]([C:16]1[N:21]=[CH:20][C:19]([CH2:22][N:23]2[C:24]3[N:25]=[CH:26][NH:27][C:28]=3[C:29](=[O:30])[NH:31][C:7]2=[S:8])=[CH:18][CH:17]=1)[C:10]1[CH:15]=[CH:14][CH:13]=[CH:12][CH:11]=1. (3) The product is: [C:2]1([S:8]([C:11]2[CH:20]=[C:19]3[C:14]([CH:15]([CH2:21][NH:22][C:25]([NH2:26])=[O:23])[CH2:16][CH2:17][O:18]3)=[CH:13][CH:12]=2)(=[O:10])=[O:9])[CH:3]=[CH:4][CH:5]=[CH:6][CH:7]=1. Given the reactants Cl.[C:2]1([S:8]([C:11]2[CH:20]=[C:19]3[C:14]([CH:15]([CH2:21][NH2:22])[CH2:16][CH2:17][O:18]3)=[CH:13][CH:12]=2)(=[O:10])=[O:9])[CH:7]=[CH:6][CH:5]=[CH:4][CH:3]=1.[O:23]([C:25]#[N:26])[K], predict the reaction product.